Dataset: Full USPTO retrosynthesis dataset with 1.9M reactions from patents (1976-2016). Task: Predict the reactants needed to synthesize the given product. Given the product [C:11]([C:10]1[CH:13]=[CH:14][C:32]([C:31]([OH:34])=[O:33])=[C:8]([C:15]([F:16])([F:18])[F:17])[CH:9]=1)#[N:12].[NH2:12][C:11]([C:10]1[CH:13]=[CH:14][C:32]([C:31]([OH:34])=[O:33])=[C:8]([C:15]([F:18])([F:17])[F:16])[CH:9]=1)=[O:20], predict the reactants needed to synthesize it. The reactants are: S(=O)(=O)(O)O.CC1[CH:14]=[CH:13][C:10]([C:11]#[N:12])=[CH:9][C:8]=1[C:15]([F:18])([F:17])[F:16].[Cr](O[Cr]([O-])(=O)=O)([O-])(=O)=[O:20].[K+].[K+].N.[C:31]([OH:34])(=[O:33])[CH3:32].